This data is from Full USPTO retrosynthesis dataset with 1.9M reactions from patents (1976-2016). The task is: Predict the reactants needed to synthesize the given product. (1) The reactants are: [Cl:1][C:2]1[CH:3]=[CH:4][C:5](=[O:8])[NH:6][N:7]=1.[C:9]([O-])([O-])=O.[Cs+].[Cs+].CI. Given the product [Cl:1][C:2]1[CH:3]=[CH:4][C:5](=[O:8])[N:6]([CH3:9])[N:7]=1, predict the reactants needed to synthesize it. (2) Given the product [NH2:37][C:35](=[O:36])[CH2:34][O:18][C:15]1[CH:16]=[C:17]2[C:12](=[CH:13][CH:14]=1)[C:11](=[O:19])[N:10]([CH2:20][CH:21]([CH3:23])[CH3:22])[C:9]([CH2:24][NH:25][C:26](=[O:32])[O:27][C:28]([CH3:30])([CH3:29])[CH3:31])=[C:8]2[C:3]1[CH:4]=[CH:5][CH:6]=[CH:7][C:2]=1[F:1], predict the reactants needed to synthesize it. The reactants are: [F:1][C:2]1[CH:7]=[CH:6][CH:5]=[CH:4][C:3]=1[C:8]1[C:17]2[C:12](=[CH:13][CH:14]=[C:15]([OH:18])[CH:16]=2)[C:11](=[O:19])[N:10]([CH2:20][CH:21]([CH3:23])[CH3:22])[C:9]=1[CH2:24][NH:25][C:26](=[O:32])[O:27][C:28]([CH3:31])([CH3:30])[CH3:29].I[CH2:34][C:35]([NH2:37])=[O:36].C1CCN2C(=NCCC2)CC1.O. (3) Given the product [Cl:15][C:16]1[C:21]2[C:22](=[O:26])[N:23]([CH2:38][CH2:37][C:28]3[CH:29]=[CH:30][C:31]4[C:36](=[CH:35][CH:34]=[CH:33][CH:32]=4)[N:27]=3)[N:24]=[CH:25][C:20]=2[CH:19]=[N:18][CH:17]=1, predict the reactants needed to synthesize it. The reactants are: CC(OC(/N=N/C(OC(C)C)=O)=O)C.[Cl:15][C:16]1[C:21]2[C:22](=[O:26])[NH:23][N:24]=[CH:25][C:20]=2[CH:19]=[N:18][CH:17]=1.[N:27]1[C:36]2[C:31](=[CH:32][CH:33]=[CH:34][CH:35]=2)[CH:30]=[CH:29][C:28]=1[CH2:37][CH2:38]O.C(Cl)Cl. (4) Given the product [Cl:37][CH:7]([C:6]1[C:2]([CH3:1])=[N:3][O:4][C:5]=1[CH3:36])[C:8]1[O:9][C:10]2[CH:16]=[CH:15][C:14]([CH2:17][C:18]([NH:20][CH:21]([C:27]3[CH:32]=[CH:31][C:30]([CH3:33])=[CH:29][C:28]=3[CH3:34])[CH2:22][CH2:23][CH:24]([CH3:26])[CH3:25])=[O:19])=[CH:13][C:11]=2[CH:12]=1, predict the reactants needed to synthesize it. The reactants are: [CH3:1][C:2]1[C:6]([CH:7](O)[C:8]2[O:9][C:10]3[CH:16]=[CH:15][C:14]([CH2:17][C:18]([NH:20][CH:21]([C:27]4[CH:32]=[CH:31][C:30]([CH3:33])=[CH:29][C:28]=4[CH3:34])[CH2:22][CH2:23][CH:24]([CH3:26])[CH3:25])=[O:19])=[CH:13][C:11]=3[CH:12]=2)=[C:5]([CH3:36])[O:4][N:3]=1.[Cl:37]COC(C)C. (5) Given the product [CH:30]([OH:55])=[O:59].[CH2:2]1[C:3]2([CH2:8][CH2:7][CH2:6][CH2:5][N:4]2[C:9]2[N:13]3[CH:14]=[C:15]([O:18][C@H:19]4[C:28]5[C:23](=[CH:24][CH:25]=[CH:26][CH:27]=5)[C@@H:22]([NH:29][C:30]([NH:31][C:32]5[N:36]([C:37]6[CH:50]=[CH:49][CH:48]=[C:39]([O:40][CH2:41][CH2:42][N:56]7[CH2:61][CH2:60][O:59][CH2:58][CH2:57]7)[CH:38]=6)[N:35]=[C:34]([C:51]([CH3:54])([CH3:52])[CH3:53])[CH:33]=5)=[O:55])[CH2:21][CH2:20]4)[CH:16]=[CH:17][C:12]3=[N:11][N:10]=2)[CH2:1]1, predict the reactants needed to synthesize it. The reactants are: [CH2:1]1[C:3]2([CH2:8][CH2:7][CH2:6][CH2:5][N:4]2[C:9]2[N:13]3[CH:14]=[C:15]([O:18][C@H:19]4[C:28]5[C:23](=[CH:24][CH:25]=[CH:26][CH:27]=5)[C@@H:22]([NH:29][C:30](=[O:55])[NH:31][C:32]5[N:36]([C:37]6[CH:38]=[C:39]([CH:48]=[CH:49][CH:50]=6)[O:40][CH2:41][CH2:42]OS(C)(=O)=O)[N:35]=[C:34]([C:51]([CH3:54])([CH3:53])[CH3:52])[CH:33]=5)[CH2:21][CH2:20]4)[CH:16]=[CH:17][C:12]3=[N:11][N:10]=2)[CH2:2]1.[NH:56]1[CH2:61][CH2:60][O:59][CH2:58][CH2:57]1. (6) Given the product [Cl:1][C:2]1[CH:3]=[C:4]([C:8]2[O:9][C:10]([C:22]([N:24]3[CH2:31][CH2:25][NH:26][C:27](=[O:29])[CH2:28]3)=[O:23])=[CH:11][C:12]=2[C:13]2[CH:14]=[C:15]([C:20]#[N:21])[CH:16]=[C:17]([F:19])[CH:18]=2)[CH:5]=[CH:6][CH:7]=1, predict the reactants needed to synthesize it. The reactants are: [Cl:1][C:2]1[CH:3]=[C:4]([C:8]2[O:9][C:10]([C:22]([N:24]3[CH2:28][C:27](=[O:29])[NH:26][CH2:25]3)=[O:23])=[CH:11][C:12]=2[C:13]2[CH:14]=[C:15]([C:20]#[N:21])[CH:16]=[C:17]([F:19])[CH:18]=2)[CH:5]=[CH:6][CH:7]=1.Cl[C:31]1C=C(C2OC(C(OCC)=O)=CC=2C2C=C(F)C=C(C#N)C=2)C=CC=1.